Dataset: Reaction yield outcomes from USPTO patents with 853,638 reactions. Task: Predict the reaction yield, written as a fraction of the theoretical maximum amount of product (1.0 means a 100% yield; for example, 0.34 means a 34% yield). (1) The reactants are [OH:1][CH2:2][C:3]1[CH:4]=[C:5]([CH:10]=[CH:11][CH:12]=1)[C:6]([O:8]C)=[O:7].[OH-].[Na+]. The catalyst is CO. The product is [OH:1][CH2:2][C:3]1[CH:4]=[C:5]([CH:10]=[CH:11][CH:12]=1)[C:6]([OH:8])=[O:7]. The yield is 0.880. (2) The reactants are C(OC([N:8]1[C:16]2[C:11](=[CH:12][CH:13]=[C:14]([F:17])[CH:15]=2)[C:10]([C:18]2[CH:19]=[CH:20][C:21]3[O:25][C:24]([CH2:26][CH2:27][S:28]([CH3:31])(=[O:30])=[O:29])=[N:23][C:22]=3[CH:32]=2)=[CH:9]1)=O)(C)(C)C.Cl.CCOCC. The catalyst is CO. The product is [F:17][C:14]1[CH:15]=[C:16]2[C:11]([C:10]([C:18]3[CH:19]=[CH:20][C:21]4[O:25][C:24]([CH2:26][CH2:27][S:28]([CH3:31])(=[O:30])=[O:29])=[N:23][C:22]=4[CH:32]=3)=[CH:9][NH:8]2)=[CH:12][CH:13]=1. The yield is 0.170. (3) The reactants are [Cl:1][C:2]1[CH:3]=[C:4]([CH2:9][OH:10])[CH:5]=[N:6][C:7]=1[Cl:8].CCN(CC)CC.[Si:18](Cl)([C:21]([CH3:24])([CH3:23])[CH3:22])([CH3:20])[CH3:19]. The catalyst is CN(C=O)C.CC(OC)(C)C.O. The product is [Cl:8][C:7]1[C:2]([Cl:1])=[CH:3][C:4]([CH2:9][O:10][Si:18]([C:21]([CH3:24])([CH3:23])[CH3:22])([CH3:20])[CH3:19])=[CH:5][N:6]=1. The yield is 0.720.